This data is from Catalyst prediction with 721,799 reactions and 888 catalyst types from USPTO. The task is: Predict which catalyst facilitates the given reaction. (1) Reactant: C([O:3][C:4]([C:6]1[NH:7][C:8]2[C:13]([CH:14]=1)=[C:12]([CH3:15])[CH:11]=[C:10]([CH3:16])[CH:9]=2)=[O:5])C.[OH-].[Li+]. Product: [CH3:15][C:12]1[CH:11]=[C:10]([CH3:16])[CH:9]=[C:8]2[C:13]=1[CH:14]=[C:6]([C:4]([OH:5])=[O:3])[NH:7]2. The catalyst class is: 8. (2) Reactant: [Br:1][C:2]1[CH:7]=[CH:6][C:5]([N:8]2[C:12](=[O:13])[NH:11][N:10]=[CH:9]2)=[C:4]([F:14])[CH:3]=1.[OH-].[K+].[CH2:17](Br)[C:18]([CH3:21])([CH3:20])[CH3:19]. Product: [Br:1][C:2]1[CH:7]=[CH:6][C:5]([N:8]2[C:12](=[O:13])[N:11]([CH2:17][C:18]([CH3:21])([CH3:20])[CH3:19])[N:10]=[CH:9]2)=[C:4]([F:14])[CH:3]=1. The catalyst class is: 9.